From a dataset of Peptide-MHC class II binding affinity with 134,281 pairs from IEDB. Regression. Given a peptide amino acid sequence and an MHC pseudo amino acid sequence, predict their binding affinity value. This is MHC class II binding data. (1) The peptide sequence is SPHHKKLAQAVMEMT. The MHC is HLA-DQA10201-DQB10301 with pseudo-sequence HLA-DQA10201-DQB10301. The binding affinity (normalized) is 0.364. (2) The peptide sequence is ACMTKQSDNTMGDVV. The MHC is DRB1_0101 with pseudo-sequence DRB1_0101. The binding affinity (normalized) is 0.167. (3) The peptide sequence is GELQPVDKIDAAFKI. The MHC is DRB4_0101 with pseudo-sequence DRB4_0103. The binding affinity (normalized) is 0.602. (4) The MHC is HLA-DPA10201-DPB10501 with pseudo-sequence HLA-DPA10201-DPB10501. The binding affinity (normalized) is 0.662. The peptide sequence is FDISKISGEWYSIFL. (5) The peptide sequence is CHATFTMRLLSPVRV. The MHC is DRB1_0101 with pseudo-sequence DRB1_0101. The binding affinity (normalized) is 0.602.